This data is from Full USPTO retrosynthesis dataset with 1.9M reactions from patents (1976-2016). The task is: Predict the reactants needed to synthesize the given product. (1) Given the product [CH:1]([N:4]1[C:8]([C:9]2[N:18]=[C:17]3[C:16]4[CH:19]=[N:20][C:21]([N:24]5[CH2:29][CH2:28][CH:27]([CH2:30][OH:31])[CH2:26][CH2:25]5)=[CH:22][C:15]=4[O:14][CH2:13][CH2:12][N:11]3[CH:10]=2)=[N:7][CH:6]=[N:5]1)([CH3:3])[CH3:2], predict the reactants needed to synthesize it. The reactants are: [CH:1]([N:4]1[C:8]([C:9]2[N:18]=[C:17]3[N:11]([CH2:12][CH2:13][O:14][C:15]4[CH:22]=[C:21](O)[N:20]=[CH:19][C:16]=43)[CH:10]=2)=[N:7][CH:6]=[N:5]1)([CH3:3])[CH3:2].[NH:24]1[CH2:29][CH2:28][CH:27]([CH2:30][OH:31])[CH2:26][CH2:25]1.CO. (2) Given the product [S:13]1[CH2:14][CH:15]=[C:10]([C:8]2[O:9][C:5]3[CH:4]=[C:3]([N:21]([CH3:26])[S:22]([CH3:25])(=[O:24])=[O:23])[C:2]([C:42]4[CH:43]=[CH:44][C:39]5[O:38][CH2:37][N:32]6[C:33]7[CH:34]=[CH:35][CH:36]=[C:28]([F:27])[C:29]=7[CH:30]=[C:31]6[C:40]=5[N:41]=4)=[CH:20][C:6]=3[C:7]=2[C:16]([NH:18][CH3:19])=[O:17])[CH2:11][CH2:12]1, predict the reactants needed to synthesize it. The reactants are: Br[C:2]1[C:3]([N:21]([CH3:26])[S:22]([CH3:25])(=[O:24])=[O:23])=[CH:4][C:5]2[O:9][C:8]([C:10]3[CH2:11][CH2:12][S:13][CH2:14][CH:15]=3)=[C:7]([C:16]([NH:18][CH3:19])=[O:17])[C:6]=2[CH:20]=1.[F:27][C:28]1[C:29]2[CH:30]=[C:31]3[C:40]4[N:41]=[C:42]([Sn](C)(C)C)[CH:43]=[CH:44][C:39]=4[O:38][CH2:37][N:32]3[C:33]=2[CH:34]=[CH:35][CH:36]=1.